From a dataset of Full USPTO retrosynthesis dataset with 1.9M reactions from patents (1976-2016). Predict the reactants needed to synthesize the given product. Given the product [Br:1][C:2]1[CH:3]=[C:4]2[C:9](=[CH:10][CH:11]=1)[N:8]=[C:7]([Cl:53])[C:31]([C:26]1[CH:27]=[C:33]([CH3:35])[O:34][N:25]=1)=[C:5]2[C:19]1[CH:20]=[CH:21][CH:22]=[CH:23][CH:24]=1, predict the reactants needed to synthesize it. The reactants are: [Br:1][C:2]1[CH:3]=[C:4]2[C:9](=[CH:10][CH:11]=1)[NH:8][C:7](=S)C(C1ON=C(C)C=1)=[C:5]2[C:19]1[CH:24]=[CH:23][CH:22]=[CH:21][CH:20]=1.[NH2:25][C:26]1[CH:31]=CC(Br)=C[C:27]=1[C:33]([C:35]1C=CC=CC=1)=[O:34].CC1C=C(CC(O)=O)ON=1.P(Cl)(Cl)([Cl:53])=O.